Dataset: Full USPTO retrosynthesis dataset with 1.9M reactions from patents (1976-2016). Task: Predict the reactants needed to synthesize the given product. Given the product [Cl:18][C:11]1[CH:10]=[C:9](/[CH:8]=[C:4]2/[C:5](=[O:7])[N:6]3[CH:20]=[C:21]([C:23]4[CH:28]=[CH:27][C:26]([O:29][CH3:30])=[C:25]([O:31][CH3:32])[CH:24]=4)[N:1]=[C:2]3[S:3]/2)[CH:14]=[C:13]([O:15][CH3:16])[C:12]=1[OH:17], predict the reactants needed to synthesize it. The reactants are: [NH2:1][C:2]1[S:3]/[C:4](=[CH:8]\[C:9]2[CH:14]=[C:13]([O:15][CH3:16])[C:12]([OH:17])=[C:11]([Cl:18])[CH:10]=2)/[C:5](=[O:7])[N:6]=1.Br[CH2:20][C:21]([C:23]1[CH:28]=[CH:27][C:26]([O:29][CH3:30])=[C:25]([O:31][CH3:32])[CH:24]=1)=O.